Dataset: Reaction yield outcomes from USPTO patents with 853,638 reactions. Task: Predict the reaction yield, written as a fraction of the theoretical maximum amount of product (1.0 means a 100% yield; for example, 0.34 means a 34% yield). The reactants are CO[C:3]1[CH:8]=[C:7](OC)[CH:6]=[CH:5][C:4]=1[CH2:11][N:12]1[C:17]([OH:18])=[C:16]([C:19]([O:21][CH2:22][CH3:23])=[O:20])[C:15](=[O:24])[N:14](CC2C=CC=CC=2)[C:13]1=[O:32]. The catalyst is S(=O)(=O)(O)O.O. The product is [OH:24][C:15]1[NH:14][C:13](=[O:32])[N:12]([CH2:11][C:4]2[CH:5]=[CH:6][CH:7]=[CH:8][CH:3]=2)[C:17](=[O:18])[C:16]=1[C:19]([O:21][CH2:22][CH3:23])=[O:20]. The yield is 0.620.